From a dataset of Forward reaction prediction with 1.9M reactions from USPTO patents (1976-2016). Predict the product of the given reaction. (1) Given the reactants [CH3:1][C:2]([CH3:21])([CH3:20])[C:3]([C:5]1[C:13]2[C:8](=[CH:9][C:10]([O:14][CH3:15])=[CH:11][CH:12]=2)[N:7]([CH2:16][C:17]([OH:19])=O)[N:6]=1)=[O:4].C1C=CC2N(O)N=NC=2C=1.[CH2:32]([NH:34][CH2:35][CH2:36][CH:37]([CH3:39])[CH3:38])[CH3:33].CCN(C(C)C)C(C)C, predict the reaction product. The product is: [CH3:21][C:2]([CH3:20])([CH3:1])[C:3]([C:5]1[C:13]2[C:8](=[CH:9][C:10]([O:14][CH3:15])=[CH:11][CH:12]=2)[N:7]([CH2:16][C:17]([N:34]([CH2:32][CH3:33])[CH2:35][CH2:36][CH:37]([CH3:39])[CH3:38])=[O:19])[N:6]=1)=[O:4]. (2) Given the reactants [C:1]([C:5]1[CH:10]=[CH:9][CH:8]=[CH:7][C:6]=1[NH:11][C:12](=[O:14])[CH3:13])([CH3:4])([CH3:3])[CH3:2].S(Cl)([Cl:18])(=O)=O, predict the reaction product. The product is: [C:1]([C:5]1[CH:10]=[C:9]([Cl:18])[CH:8]=[CH:7][C:6]=1[NH:11][C:12](=[O:14])[CH3:13])([CH3:4])([CH3:2])[CH3:3]. (3) Given the reactants CO.[C:3]([OH:10])(=[O:9])[CH2:4][CH2:5][C:6]([CH3:8])=O.[C:11]1([C@H:17]([NH2:19])[CH3:18])[CH:16]=[CH:15][CH:14]=[CH:13][CH:12]=1, predict the reaction product. The product is: [C:11]1([C@H:17]([NH:19][CH:6]([CH3:8])[CH2:5][CH2:4][C:3]([OH:10])=[O:9])[CH3:18])[CH:16]=[CH:15][CH:14]=[CH:13][CH:12]=1. (4) Given the reactants B1(C)OC(C2C=CC=CC=2)(C2C=CC=CC=2)[C@H]2N1CCC2.B.[CH3:23][C:24]([O:27][C:28](=[O:39])[NH:29][CH2:30][CH2:31][C:32]([C:34]1[CH:38]=[CH:37][O:36][CH:35]=1)=[O:33])([CH3:26])[CH3:25], predict the reaction product. The product is: [CH3:26][C:24]([O:27][C:28](=[O:39])[NH:29][CH2:30][CH2:31][C@H:32]([C:34]1[CH:38]=[CH:37][O:36][CH:35]=1)[OH:33])([CH3:23])[CH3:25]. (5) The product is: [CH2:31]([N:28]1[CH:29]=[CH:30][C:25]([C:3]2[CH:4]=[CH:5][C:6]([O:8][C:9]3[CH:14]=[CH:13][N:12]=[C:11]([CH3:15])[CH:10]=3)=[CH:7][C:2]=2[F:1])=[C:26]([C:36]#[N:37])[C:27]1=[O:35])[CH2:32][CH2:33][CH3:34]. Given the reactants [F:1][C:2]1[CH:7]=[C:6]([O:8][C:9]2[CH:14]=[CH:13][N:12]=[C:11]([CH3:15])[CH:10]=2)[CH:5]=[CH:4][C:3]=1B(O)O.C([O-])(O)=O.[Na+].Br[C:25]1[CH:30]=[CH:29][N:28]([CH2:31][CH2:32][CH2:33][CH3:34])[C:27](=[O:35])[C:26]=1[C:36]#[N:37], predict the reaction product. (6) Given the reactants CCN(C(C)C)C(C)C.Cl[C:11]1[N:16]=[C:15]([N:17]2[CH2:21][CH2:20][CH2:19][CH2:18]2)[C:14]([C:22]([NH:24][CH:25]2[CH:32]3[CH2:33][CH:28]4[CH2:29][C:30]([OH:35])([CH2:34][CH:26]2[CH2:27]4)[CH2:31]3)=[O:23])=[CH:13][N:12]=1.CC1C=CC(S(O)(=O)=O)=CC=1.[O:47]1[CH2:51][CH2:50][C@@H:49]([NH2:52])[CH2:48]1, predict the reaction product. The product is: [OH:35][C:30]12[CH2:34][CH:26]3[CH2:27][CH:28]([CH2:33][CH:32]([CH:25]3[NH:24][C:22]([C:14]3[C:15]([N:17]4[CH2:18][CH2:19][CH2:20][CH2:21]4)=[N:16][C:11]([NH:52][C@@H:49]4[CH2:50][CH2:51][O:47][CH2:48]4)=[N:12][CH:13]=3)=[O:23])[CH2:31]1)[CH2:29]2.